Dataset: Full USPTO retrosynthesis dataset with 1.9M reactions from patents (1976-2016). Task: Predict the reactants needed to synthesize the given product. The reactants are: [OH:1][C:2]1[CH:9]=[CH:8][C:5]([C:6]#[N:7])=[CH:4][CH:3]=1.CCN(C(C)C)C(C)C.[CH3:19][Si:20]([CH2:23][CH2:24][O:25][CH2:26]Cl)([CH3:22])[CH3:21]. Given the product [CH3:19][Si:20]([CH3:22])([CH3:21])[CH2:23][CH2:24][O:25][CH2:26][O:1][C:2]1[CH:9]=[CH:8][C:5]([C:6]#[N:7])=[CH:4][CH:3]=1, predict the reactants needed to synthesize it.